Dataset: Reaction yield outcomes from USPTO patents with 853,638 reactions. Task: Predict the reaction yield, written as a fraction of the theoretical maximum amount of product (1.0 means a 100% yield; for example, 0.34 means a 34% yield). (1) The reactants are [Cl:1][C:2]1[CH:3]=[C:4]([CH:7]=[CH:8][C:9]=1[CH3:10])[C:5]#[N:6].C1C(=O)N([Br:18])C(=O)C1. The catalyst is C(Cl)(Cl)(Cl)Cl.N(C(C)(C)C#N)=NC(C)(C)C#N. The product is [Br:18][CH2:10][C:9]1[CH:8]=[CH:7][C:4]([C:5]#[N:6])=[CH:3][C:2]=1[Cl:1]. The yield is 0.680. (2) The yield is 0.950. The product is [F:1][C:2]1[CH:3]=[C:4]2[C:9](=[CH:10][C:11]=1[C:12]([F:15])([F:13])[F:14])[N:8]=[CH:7][C:6]([C:16]([OH:18])=[O:17])=[CH:5]2. The reactants are [F:1][C:2]1[CH:3]=[C:4]2[C:9](=[CH:10][C:11]=1[C:12]([F:15])([F:14])[F:13])[N:8]=[CH:7][C:6]([C:16]([O:18]CC)=[O:17])=[CH:5]2.[OH-].[Na+].Cl. The catalyst is C(O)C. (3) The yield is 0.970. The product is [Br:8][C:9]1[CH:10]=[C:11]([NH:24][C:28](=[O:37])[O:51][C:47]([CH3:50])([CH3:49])[CH3:48])[C:12]2[O:16][CH2:15][CH2:14][C:13]=2[CH:17]=1. The reactants are C1(C)C=CC=CC=1.[Br:8][C:9]1[CH:10]=[C:11](C(O)=O)[C:12]2[O:16][CH2:15][CH2:14][C:13]=2[CH:17]=1.C([N:24]([CH2:28]C)C(C)C)(C)C.C1(P(N=[N+]=[N-])(C2C=CC=CC=2)=[O:37])C=CC=CC=1.[C:47]([OH:51])([CH3:50])([CH3:49])[CH3:48]. No catalyst specified. (4) The reactants are C(OC(=O)[NH:7][CH:8]([CH:11]([C:17]1[CH:21]=[C:20]([CH:22]([CH3:24])[CH3:23])[O:19][N:18]=1)[O:12][Si](C)(C)C)[CH2:9][CH3:10])(C)(C)C.[ClH:26]. The catalyst is ClCCl.O1CCOCC1. The product is [ClH:26].[NH2:7][CH:8]([CH2:9][CH3:10])[CH:11]([C:17]1[CH:21]=[C:20]([CH:22]([CH3:23])[CH3:24])[O:19][N:18]=1)[OH:12]. The yield is 0.990. (5) The reactants are [O:1]=[C:2]([CH2:10][CH3:11])[C:3]([O:5][CH2:6][CH2:7][CH2:8][CH3:9])=[O:4].[Br:12]Br. The catalyst is ClCCl. The product is [Br:12][CH:10]([CH3:11])[C:2](=[O:1])[C:3]([O:5][CH2:6][CH2:7][CH2:8][CH3:9])=[O:4]. The yield is 1.00. (6) The reactants are [CH3:1][C:2]([O:9][C:10]1[C:14]([C:15]2[C:24]3[C:19](=[CH:20][CH:21]=[CH:22][CH:23]=3)[CH:18]=[CH:17][CH:16]=2)=[C:13]([CH3:25])[NH:12][N:11]=1)([CH3:8])[C:3]([O:5]CC)=[O:4].[OH-].[Na+]. The catalyst is CO. The product is [CH3:8][C:2]([O:9][C:10]1[C:14]([C:15]2[C:24]3[C:19](=[CH:20][CH:21]=[CH:22][CH:23]=3)[CH:18]=[CH:17][CH:16]=2)=[C:13]([CH3:25])[NH:12][N:11]=1)([CH3:1])[C:3]([OH:5])=[O:4]. The yield is 0.710. (7) The reactants are [C:1]([O:7][CH2:8][CH3:9])(=[O:6])[CH2:2][C:3]([CH3:5])=O.[F:10][C:11]1[CH:18]=[CH:17][CH:16]=[CH:15][C:12]=1[CH:13]=O.[NH4+:19].[OH-:20]. The catalyst is CCO. The product is [F:10][C:11]1[CH:18]=[CH:17][CH:16]=[CH:15][C:12]=1[CH:13]1[C:2]([C:1]([O:7][CH2:8][CH3:9])=[O:6])=[C:3]([CH3:5])[NH:19][C:3]([CH3:5])=[C:2]1[C:1]([O:7][CH2:8][CH3:9])=[O:20]. The yield is 0.610.